From a dataset of Experimentally validated miRNA-target interactions with 360,000+ pairs, plus equal number of negative samples. Binary Classification. Given a miRNA mature sequence and a target amino acid sequence, predict their likelihood of interaction. (1) The miRNA is hsa-miR-3926 with sequence UGGCCAAAAAGCAGGCAGAGA. The protein sequence of the target gene is MPAHILQEISGAYSATTTITAPPSGGQQNGGEKFEKSSHHWGADVRPELKDDLYDPTYQDDEGPPPKLEYVWRNIILMALLHLGALYGITLVPSCKLYTCLFAYLYYVISALGITAGAHRLWSHRTYKARLPLRLFLIIANTMAFQNDVYEWARDHRAHHKFSETHADPHNSRRGFFFSHVGWLLVRKHPAVKEKGGKLDMSDLKAEKLVMFQRRYYKPGLLLMCFVLPTLVPWYCWGETFVNSLCVSTFLRYAVVLNATWLVNSAAHLYGYRPYDKNISSRENILVSMGAVGEGFHNYH.... Result: 0 (no interaction). (2) The miRNA is hsa-miR-6795-3p with sequence ACCCCUCGUUUCUUCCCCCAG. The protein sequence of the target gene is MDRAALRAAAMGEKKEGGGGGAAADGGAGAAVSRALQQCGQLQKLIDISIGSLRGLRTKCSVSNDLTQQEIRTLEAKLVKYICKQQQSKLSVTPSDRTAELNSYPRFSDWLYIFNVRPEVVQEIPQELTLDALLEMDEAKAKEMLRRWGASTEECSRLQQALTCLRKVTGLGGEHKMDSGWSSTDARDSSLGPPMDMLSSLGRAGASTQGPRSISVSALPASDSPVPGLSEGLSDSCIPLHTSGRLTPRALHSFITPPTTPQLRRHAKLKPPRTPPPPSRKVFQLLPSFPTLTRSKSHES.... Result: 0 (no interaction). (3) The miRNA is cel-miR-798 with sequence UAAGCCUUACAUAUUGACUGA. The protein sequence of the target gene is MGPLQFRDVAIEFSLEEWHCLDAAQRNLYRDVMLENYRNLIFLGIVVSKPNLITCLEQGKKPLTMKRHEMIAKPPVMYSHFAQDLWSEQSIKDSFQKVILRRYEKCRHDNLQLKKGCESVDECPVHKRGYNGLKQCLATTQRKIFQCDEYVKFLHKFSNSNKHKIRDTGKKSFKCIEYGKTFNQSSTRTTYKKIDAGEKRYKCEECGKAYKQSSHLTTHKKIHTGEKPYKCEECGKAYKQSCNLTTHKIIHTGEKPYRCRECGKAFNHPATLFSHKKIHTGEKPYKCDKCGKAFISSSTL.... Result: 0 (no interaction). (4) The miRNA is hsa-miR-6507-5p with sequence GAAGAAUAGGAGGGACUUUGU. The protein sequence of the target gene is MEGQDEVSAREQHFHSQVRESTICFLLFAILYIVSYFIIIRYKRKSDEQEDEDAVVNRISLFLSTFTLAVSAGAVLLLPFSIISNEILLAFPHNYYIQWLNGSLIHGLWNLASLFSNLCLFVLMPFAFFFLESEGFAGLKKGIRARILETLVMLLLLALLILGMVWVASALIDSDAASMESLYDLWEFYLPYLYSCISLMGCLLLLLCTPVGLSRMFTVMGQLLVKPAILEDLDEQIYMITLEEEALQRRLHGLSSSVEYNVMELEQELENVKILKTKLERRKKASAWERNLVYPAVMVL.... Result: 0 (no interaction). (5) The protein sequence of the target gene is MPPKAPRRTAAAEPPPPPPPPPEDDPAQDSDPEELPLIRLEFEKIEEPEFIALCQKLKVPDHVRERAWLTWEKVSSVDGILEGYIQKKKELWGICIFIAAVDLDEMPFTFTELQKSIETSVYKFFDLLKEIDTSTKVDNAVSRLLKKYNVLCALYSKLERTCGLIYLTQPSSGLSTEINSMLVLKVSWITFLLAKGEVVQMEDDLVISFQLMLCVLDYFIKLSPPALLREPYKTAATPINGSPRTPRRGQNRSARIAKQLESDTRTIEVLCKEHECNVDEVKNVYFKNFIPFISSLGIVS.... Result: 0 (no interaction). The miRNA is hsa-miR-4700-5p with sequence UCUGGGGAUGAGGACAGUGUGU. (6) The miRNA is hsa-miR-574-3p with sequence CACGCUCAUGCACACACCCACA. Result: 0 (no interaction). The protein sequence of the target gene is MEEETHTDAKIRAENGTGSSPRGPGCSLRHFACEQNLLSRPDGSASFLQGDTSVLAGVYGPAEVKVSKEIFNKATLEVILRPKIGLPGVAEKSRERLIRNTCEAVVLGTLHPRTSITVVLQVVSDAGSLLACCLNAACMALVDAGVPMRALFCGVACALDSDGTLVLDPTSKQEKEARAVLTFALDSVERKLLMSSTKGLYSDTELQQCLAAAQAASQHVFRFYRESLQRRYSKS.